Dataset: Full USPTO retrosynthesis dataset with 1.9M reactions from patents (1976-2016). Task: Predict the reactants needed to synthesize the given product. (1) Given the product [NH2:1][C:2]1[C:3]2[C:10]([C:11]3[CH:16]=[CH:15][C:14]([NH:17][C:18]([NH:20][C:21]4[CH:26]=[CH:25][CH:24]=[C:23]([CH3:27])[CH:22]=4)=[O:19])=[CH:13][CH:12]=3)=[C:9]([CH2:28][CH2:29][OH:30])[S:8][C:4]=2[N:5]=[CH:6][N:7]=1, predict the reactants needed to synthesize it. The reactants are: [NH2:1][C:2]1[C:3]2[C:10]([C:11]3[CH:16]=[CH:15][C:14]([NH:17][C:18]([NH:20][C:21]4[CH:26]=[CH:25][CH:24]=[C:23]([CH3:27])[CH:22]=4)=[O:19])=[CH:13][CH:12]=3)=[C:9]([CH2:28][CH2:29][O:30][Si](C(C)(C)C)(C)C)[S:8][C:4]=2[N:5]=[CH:6][N:7]=1.CCCC[N+](CCCC)(CCCC)CCCC.[F-]. (2) Given the product [F:19][C:20]1[CH:25]=[CH:24][C:23]([C:8]2[C:7]([O:16][CH2:15][C:14]([F:18])([F:17])[F:13])=[N:6][CH:5]=[C:4]([CH:9]=2)[C:3]([NH:29][C@@H:30]2[CH2:35][CH2:34][CH2:33][CH2:32][C@H:31]2[OH:36])=[O:12])=[CH:22][CH:21]=1, predict the reactants needed to synthesize it. The reactants are: CO[C:3](=[O:12])[C:4]1[CH:9]=[C:8](Br)[C:7](Cl)=[N:6][CH:5]=1.[F:13][C:14]([F:18])([F:17])[CH2:15][OH:16].[F:19][C:20]1[CH:25]=[CH:24][C:23](B(O)O)=[CH:22][CH:21]=1.[NH2:29][C@@H:30]1[CH2:35][CH2:34][CH2:33][CH2:32][C@H:31]1[OH:36].